Dataset: Forward reaction prediction with 1.9M reactions from USPTO patents (1976-2016). Task: Predict the product of the given reaction. (1) Given the reactants O.NN.[CH3:4][C:5]1[C:9]([CH:10]([O:39][CH2:40][CH2:41][N:42]2C(=O)C3C(=CC=CC=3)C2=O)[C:11]2[O:12][C:13]3[CH:19]=[CH:18][C:17]([CH2:20][C:21]([NH:23][CH:24]([C:31]4[CH:36]=[CH:35][C:34]([CH3:37])=[CH:33][C:32]=4[CH3:38])[C:25]4[CH:30]=[CH:29][CH:28]=[CH:27][CH:26]=4)=[O:22])=[CH:16][C:14]=3[CH:15]=2)=[C:8]([CH3:53])[O:7][N:6]=1, predict the reaction product. The product is: [NH2:42][CH2:41][CH2:40][O:39][CH:10]([C:9]1[C:5]([CH3:4])=[N:6][O:7][C:8]=1[CH3:53])[C:11]1[O:12][C:13]2[CH:19]=[CH:18][C:17]([CH2:20][C:21]([NH:23][CH:24]([C:31]3[CH:36]=[CH:35][C:34]([CH3:37])=[CH:33][C:32]=3[CH3:38])[C:25]3[CH:26]=[CH:27][CH:28]=[CH:29][CH:30]=3)=[O:22])=[CH:16][C:14]=2[CH:15]=1. (2) Given the reactants C(OCC)(=O)C.[Cl:7][C:8]1[C:13]([O:14][CH3:15])=[CH:12][CH:11]=[CH:10][C:9]=1[CH:16]([C:18]1[CH:23]=[C:22]([CH3:24])[CH:21]=[CH:20][C:19]=1[NH:25][CH2:26][C:27]1[CH:32]=[CH:31][C:30]([O:33][CH3:34])=[CH:29][C:28]=1[O:35][CH3:36])[OH:17].C(=O)([O-])O.[Na+].Cl/[C:43](=[CH:49]\[C:50]([O-])=[O:51])/[C:44]([O:46][CH2:47][CH3:48])=[O:45], predict the reaction product. The product is: [Cl:7][C:8]1[C:13]([O:14][CH3:15])=[CH:12][CH:11]=[CH:10][C:9]=1[C@@H:16]1[C:18]2[CH:23]=[C:22]([CH3:24])[CH:21]=[CH:20][C:19]=2[N:25]([CH2:26][C:27]2[CH:32]=[CH:31][C:30]([O:33][CH3:34])=[CH:29][C:28]=2[O:35][CH3:36])[C:50](=[O:51])[C@@H:49]([CH2:43][C:44]([O:46][CH2:47][CH3:48])=[O:45])[O:17]1. (3) Given the reactants [F:1][C:2]1[CH:3]=[C:4]2[C:8](=[CH:9][CH:10]=1)[N:7]([CH2:11][C:12]1[CH:13]=[C:14]([CH:18]=[CH:19][CH:20]=1)[C:15]([O-:17])=[O:16])[C:6](=[O:21])[C@@:5]12[CH2:23][C:22]1([CH3:25])[CH3:24].Cl, predict the reaction product. The product is: [F:1][C:2]1[CH:3]=[C:4]2[C:8](=[CH:9][CH:10]=1)[N:7]([CH2:11][C:12]1[CH:13]=[C:14]([CH:18]=[CH:19][CH:20]=1)[C:15]([OH:17])=[O:16])[C:6](=[O:21])[C:5]12[CH2:23][C:22]1([CH3:25])[CH3:24]. (4) Given the reactants [OH:1][C:2]1[CH:7]=[CH:6][C:5]([CH:8]([C:49]2[CH:54]=[CH:53][C:52]([OH:55])=[CH:51][CH:50]=2)[CH2:9][NH:10][C:11]2[N:19]=[C:18](N3CC[C@@H](NC(NCC4C=CC=C(O)C=4)=O)C3)[N:17]=[C:16]3[C:12]=2[N:13]=[CH:14][N:15]3[C@@H:37]2[CH2:41][C@H:40]([NH:42]C(=O)CO)[C@@H:39]([OH:47])[C@H:38]2[OH:48])=[CH:4][CH:3]=1.[ClH:56], predict the reaction product. The product is: [NH2:42][C@H:40]1[CH2:41][C@@H:37]([N:15]2[CH:14]=[N:13][C:12]3[C:16]2=[N:17][C:18]([Cl:56])=[N:19][C:11]=3[NH:10][CH2:9][CH:8]([C:49]2[CH:54]=[CH:53][C:52]([OH:55])=[CH:51][CH:50]=2)[C:5]2[CH:6]=[CH:7][C:2]([OH:1])=[CH:3][CH:4]=2)[C@H:38]([OH:48])[C@@H:39]1[OH:47]. (5) The product is: [Si:15]([O:22][C@H:23]([C@H:25]([N:69]1[CH:68]=[N:67][C:66]2[C:70]1=[N:71][CH:72]=[N:73][C:65]=2[Cl:64])[CH2:26][CH2:27][CH3:28])[CH3:24])([C:18]([CH3:21])([CH3:20])[CH3:19])([CH3:17])[CH3:16].[Si:34]([O:35][C@@H:36]([CH2:40][CH2:41][CH3:42])[C@@H:37]([N:69]1[CH:68]=[N:67][C:66]2[C:70]1=[N:71][CH:72]=[N:73][C:65]=2[Cl:64])[CH3:38])([C:30]([CH3:33])([CH3:32])[CH3:31])([CH3:44])[CH3:43]. Given the reactants N(C(OC(C)C)=O)=NC(OC(C)C)=O.[Si:15]([O:22][C@H:23]([C@@H:25](O)[CH2:26][CH2:27][CH3:28])[CH3:24])([C:18]([CH3:21])([CH3:20])[CH3:19])([CH3:17])[CH3:16].[C:30]([Si:34]([CH3:44])([CH3:43])[O:35][C@@H:36]([CH2:40][CH2:41][CH3:42])[C@@H:37](O)[CH3:38])([CH3:33])([CH3:32])[CH3:31].C1(P(C2C=CC=CC=2)C2C=CC=CC=2)C=CC=CC=1.[Cl:64][C:65]1[N:73]=[CH:72][N:71]=[C:70]2[C:66]=1[N:67]=[CH:68][NH:69]2, predict the reaction product. (6) Given the reactants [CH3:1][C:2]1[CH:32]=[CH:31][C:5]([C:6]([NH:8][C:9]2[CH:30]=[CH:29][C:12]([CH2:13][N:14]3[C:22]4[C:17](=[CH:18][CH:19]=[CH:20][CH:21]=4)[C:16]([CH2:23][C:24]([O:26]CC)=[O:25])=[N:15]3)=[CH:11][CH:10]=2)=[O:7])=[CH:4][N:3]=1.O.[OH-].[Li+].O.Cl, predict the reaction product. The product is: [CH3:1][C:2]1[CH:32]=[CH:31][C:5]([C:6]([NH:8][C:9]2[CH:10]=[CH:11][C:12]([CH2:13][N:14]3[C:22]4[C:17](=[CH:18][CH:19]=[CH:20][CH:21]=4)[C:16]([CH2:23][C:24]([OH:26])=[O:25])=[N:15]3)=[CH:29][CH:30]=2)=[O:7])=[CH:4][N:3]=1. (7) Given the reactants [F:1][C:2]([F:18])([F:17])[C:3]1[CH:8]=[CH:7][C:6]([C:9]2[O:13][N:12]=[CH:11][C:10]=2[C:14]([OH:16])=O)=[CH:5][CH:4]=1.C(O)(=O)C(O)=O.[CH3:25][C:26]1[CH:31]=[CH:30][C:29]([CH:32]2[CH2:36][CH2:35][NH:34][CH2:33]2)=[CH:28][CH:27]=1, predict the reaction product. The product is: [CH3:25][C:26]1[CH:27]=[CH:28][C:29]([CH:32]2[CH2:36][CH2:35][N:34]([C:14]([C:10]3[CH:11]=[N:12][O:13][C:9]=3[C:6]3[CH:5]=[CH:4][C:3]([C:2]([F:1])([F:18])[F:17])=[CH:8][CH:7]=3)=[O:16])[CH2:33]2)=[CH:30][CH:31]=1. (8) Given the reactants [NH:1]1[C:5]2[CH:6]=[CH:7][CH:8]=[CH:9][C:4]=2[N:3]=[C:2]1[C:10]([C:12]1[CH:17]=[CH:16][C:15]([O:18][C:19]2[C:24](Cl)=[N:23][CH:22]=[CH:21][N:20]=2)=[CH:14][CH:13]=1)=[O:11].CC1(C)C(C)(C)OB([C:34]2[CH2:35][CH2:36][CH2:37][O:38][CH:39]=2)O1.C([O-])(=O)C.[K+].O, predict the reaction product. The product is: [NH:1]1[C:5]2[CH:6]=[CH:7][CH:8]=[CH:9][C:4]=2[N:3]=[C:2]1[C:10]([C:12]1[CH:17]=[CH:16][C:15]([O:18][C:19]2[C:24]([C:36]3[CH2:37][O:38][CH2:39][CH2:34][CH:35]=3)=[N:23][CH:22]=[CH:21][N:20]=2)=[CH:14][CH:13]=1)=[O:11]. (9) Given the reactants [Cl:1][C:2]1[N:10]=[C:9]2[C:5]([NH:6][CH:7]=[N:8]2)=[C:4](Cl)[N:3]=1.[CH3:12][O:13][C:14]1[CH:19]=[CH:18][C:17]([NH2:20])=[CH:16][CH:15]=1, predict the reaction product. The product is: [Cl:1][C:2]1[NH:3][C:4]([NH:20][C:17]2[CH:18]=[CH:19][C:14]([O:13][CH3:12])=[CH:15][CH:16]=2)=[C:5]2[C:9]([N:10]=1)=[N:8][CH:7]=[N:6]2.